From a dataset of Forward reaction prediction with 1.9M reactions from USPTO patents (1976-2016). Predict the product of the given reaction. Given the reactants [CH:1]([C:3]1([CH2:6][C:7]([O:9][CH2:10][CH3:11])=[O:8])[CH2:5][CH2:4]1)=[CH2:2].CO.[Br:14]Br.C[O-].[Na+].C(=O)(O)[O-].[Na+], predict the reaction product. The product is: [Br:14][CH2:2][CH2:1][C:3]1([CH2:6][C:7]([O:9][CH2:10][CH3:11])=[O:8])[CH2:5][CH2:4]1.